This data is from Peptide-MHC class II binding affinity with 134,281 pairs from IEDB. The task is: Regression. Given a peptide amino acid sequence and an MHC pseudo amino acid sequence, predict their binding affinity value. This is MHC class II binding data. (1) The peptide sequence is INKGILVTVNPIAST. The MHC is DRB1_1101 with pseudo-sequence DRB1_1101. The binding affinity (normalized) is 0.763. (2) The peptide sequence is CGMFTNRSGSQQ. The MHC is DRB4_0101 with pseudo-sequence DRB4_0103. The binding affinity (normalized) is 0. (3) The peptide sequence is KLFEFNRNAIKTLQN. The MHC is DRB1_0701 with pseudo-sequence DRB1_0701. The binding affinity (normalized) is 0.675. (4) The MHC is DRB1_0404 with pseudo-sequence DRB1_0404. The peptide sequence is EYIEAAKWLLPPPKV. The binding affinity (normalized) is 0.361.